Task: Predict the product of the given reaction.. Dataset: Forward reaction prediction with 1.9M reactions from USPTO patents (1976-2016) Given the reactants [Cl:1][C:2]1[N:10]=[C:9]2[C:5]([N:6]=[C:7]([CH2:13][N:14]3[CH2:19][CH2:18]C(N4CC(F)(F)C4)C[CH2:15]3)[N:8]2[CH2:11][CH3:12])=[C:4]([N:26]2[CH2:31][CH2:30][O:29][CH2:28][CH2:27]2)[N:3]=1.[F:32][C:33]([F:42])([F:41])[CH2:34][N:35]1CCNC[CH2:36]1, predict the reaction product. The product is: [Cl:1][C:2]1[N:10]=[C:9]2[C:5]([N:6]=[C:7]([CH2:13][N:14]3[CH2:19][CH2:18][N:35]([CH2:34][C:33]([F:42])([F:41])[F:32])[CH2:36][CH2:15]3)[N:8]2[CH2:11][CH3:12])=[C:4]([N:26]2[CH2:27][CH2:28][O:29][CH2:30][CH2:31]2)[N:3]=1.